Task: Regression. Given two drug SMILES strings and cell line genomic features, predict the synergy score measuring deviation from expected non-interaction effect.. Dataset: NCI-60 drug combinations with 297,098 pairs across 59 cell lines (1) Drug 1: CCC1(CC2CC(C3=C(CCN(C2)C1)C4=CC=CC=C4N3)(C5=C(C=C6C(=C5)C78CCN9C7C(C=CC9)(C(C(C8N6C)(C(=O)OC)O)OC(=O)C)CC)OC)C(=O)OC)O.OS(=O)(=O)O. Drug 2: COC1=NC(=NC2=C1N=CN2C3C(C(C(O3)CO)O)O)N. Cell line: PC-3. Synergy scores: CSS=3.52, Synergy_ZIP=3.24, Synergy_Bliss=-2.01, Synergy_Loewe=-0.585, Synergy_HSA=-1.07. (2) Drug 1: CC1OCC2C(O1)C(C(C(O2)OC3C4COC(=O)C4C(C5=CC6=C(C=C35)OCO6)C7=CC(=C(C(=C7)OC)O)OC)O)O. Drug 2: CC1C(C(=O)NC(C(=O)N2CCCC2C(=O)N(CC(=O)N(C(C(=O)O1)C(C)C)C)C)C(C)C)NC(=O)C3=C4C(=C(C=C3)C)OC5=C(C(=O)C(=C(C5=N4)C(=O)NC6C(OC(=O)C(N(C(=O)CN(C(=O)C7CCCN7C(=O)C(NC6=O)C(C)C)C)C)C(C)C)C)N)C. Cell line: SR. Synergy scores: CSS=78.0, Synergy_ZIP=8.63, Synergy_Bliss=10.9, Synergy_Loewe=6.30, Synergy_HSA=13.9. (3) Drug 1: CNC(=O)C1=CC=CC=C1SC2=CC3=C(C=C2)C(=NN3)C=CC4=CC=CC=N4. Drug 2: CC1=C(C(=O)C2=C(C1=O)N3CC4C(C3(C2COC(=O)N)OC)N4)N. Cell line: RXF 393. Synergy scores: CSS=4.95, Synergy_ZIP=3.62, Synergy_Bliss=9.50, Synergy_Loewe=6.34, Synergy_HSA=6.56. (4) Cell line: SW-620. Synergy scores: CSS=16.7, Synergy_ZIP=-1.95, Synergy_Bliss=1.16, Synergy_Loewe=-12.2, Synergy_HSA=-1.86. Drug 1: CN(C)C1=NC(=NC(=N1)N(C)C)N(C)C. Drug 2: C1CN1P(=S)(N2CC2)N3CC3. (5) Synergy scores: CSS=7.85, Synergy_ZIP=-1.99, Synergy_Bliss=0.881, Synergy_Loewe=-2.16, Synergy_HSA=2.53. Drug 1: CN1CCC(CC1)COC2=C(C=C3C(=C2)N=CN=C3NC4=C(C=C(C=C4)Br)F)OC. Cell line: SF-539. Drug 2: CC1=CC=C(C=C1)C2=CC(=NN2C3=CC=C(C=C3)S(=O)(=O)N)C(F)(F)F. (6) Drug 1: CNC(=O)C1=CC=CC=C1SC2=CC3=C(C=C2)C(=NN3)C=CC4=CC=CC=N4. Synergy scores: CSS=4.52, Synergy_ZIP=1.31, Synergy_Bliss=6.57, Synergy_Loewe=3.32, Synergy_HSA=3.29. Drug 2: C1=CC=C(C(=C1)C(C2=CC=C(C=C2)Cl)C(Cl)Cl)Cl. Cell line: COLO 205. (7) Drug 1: CC1=CC=C(C=C1)C2=CC(=NN2C3=CC=C(C=C3)S(=O)(=O)N)C(F)(F)F. Drug 2: CCC1=C2CN3C(=CC4=C(C3=O)COC(=O)C4(CC)O)C2=NC5=C1C=C(C=C5)O. Cell line: OVCAR-8. Synergy scores: CSS=31.6, Synergy_ZIP=-2.61, Synergy_Bliss=5.70, Synergy_Loewe=-25.2, Synergy_HSA=0.936. (8) Drug 1: CN(CC1=CN=C2C(=N1)C(=NC(=N2)N)N)C3=CC=C(C=C3)C(=O)NC(CCC(=O)O)C(=O)O. Drug 2: C1=NNC2=C1C(=O)NC=N2. Cell line: UO-31. Synergy scores: CSS=4.66, Synergy_ZIP=1.53, Synergy_Bliss=0.0763, Synergy_Loewe=-43.4, Synergy_HSA=-5.28. (9) Drug 1: CN(C)N=NC1=C(NC=N1)C(=O)N. Drug 2: C1=NC2=C(N1)C(=S)N=C(N2)N. Cell line: K-562. Synergy scores: CSS=47.1, Synergy_ZIP=1.18, Synergy_Bliss=3.14, Synergy_Loewe=-17.2, Synergy_HSA=3.03. (10) Drug 1: C1=CC=C(C(=C1)C(C2=CC=C(C=C2)Cl)C(Cl)Cl)Cl. Drug 2: C#CCC(CC1=CN=C2C(=N1)C(=NC(=N2)N)N)C3=CC=C(C=C3)C(=O)NC(CCC(=O)O)C(=O)O. Cell line: OVCAR-8. Synergy scores: CSS=-3.44, Synergy_ZIP=1.89, Synergy_Bliss=0.677, Synergy_Loewe=-1.85, Synergy_HSA=-2.31.